This data is from Forward reaction prediction with 1.9M reactions from USPTO patents (1976-2016). The task is: Predict the product of the given reaction. (1) Given the reactants [NH:1]1[CH2:6][CH2:5][NH:4][CH2:3][CH2:2]1.CCN(C(C)C)[CH:10]([CH3:12])[CH3:11].Cl[C:17]1[C:22]([C:23]([O-:25])=[O:24])=[C:21]([C:26]2[CH:31]=[CH:30][CH:29]=[CH:28][CH:27]=2)[CH:20]=[CH:19][N:18]=1, predict the reaction product. The product is: [C:26]1([C:21]2[CH:20]=[CH:19][N:18]=[C:17]([N:1]3[CH2:6][CH2:5][NH:4][CH2:3][CH2:2]3)[C:22]=2[C:23]([O:25][CH:10]([CH3:12])[CH3:11])=[O:24])[CH:31]=[CH:30][CH:29]=[CH:28][CH:27]=1. (2) Given the reactants C([O:8][C:9]([C@H:11]([N:13]1[C:18](=[O:19])[C@@H:17]([OH:20])[C@@H:16]([OH:21])[CH2:15][O:14]1)[CH3:12])=[O:10])C1C=CC=CC=1, predict the reaction product. The product is: [C:9]([C@H:11]([N:13]1[C:18](=[O:19])[C@@H:17]([OH:20])[C@@H:16]([OH:21])[CH2:15][O:14]1)[CH3:12])([OH:10])=[O:8]. (3) Given the reactants Br[C:2]1[CH:3]=[CH:4][C:5]2[C:11]3[S:12][C:13]([C:15]([N:17]([C:19]4[CH:24]=[CH:23][CH:22]=[CH:21][C:20]=4[Cl:25])[CH3:18])=[O:16])=[CH:14][C:10]=3[CH2:9][CH2:8][O:7][C:6]=2[CH:26]=1.[CH3:27][S:28]([C:31]1[CH:32]=[C:33](B(O)O)[CH:34]=[CH:35][CH:36]=1)(=[O:30])=[O:29], predict the reaction product. The product is: [Cl:25][C:20]1[CH:21]=[CH:22][CH:23]=[CH:24][C:19]=1[N:17]([CH3:18])[C:15]([C:13]1[S:12][C:11]2[C:5]3[CH:4]=[CH:3][C:2]([C:35]4[CH:34]=[CH:33][CH:32]=[C:31]([S:28]([CH3:27])(=[O:30])=[O:29])[CH:36]=4)=[CH:26][C:6]=3[O:7][CH2:8][CH2:9][C:10]=2[CH:14]=1)=[O:16]. (4) Given the reactants P(=O)(O)(O)O.[Cl:6][C:7]1[S:11][C:10]([CH2:12][CH2:13][CH2:14][C:15]([OH:17])=O)=[CH:9][CH:8]=1.C(O)(=O)C, predict the reaction product. The product is: [Cl:6][C:7]1[S:11][C:10]2[CH2:12][CH2:13][CH2:14][C:15](=[O:17])[C:9]=2[CH:8]=1. (5) Given the reactants [F:1][C:2]1[CH:3]=[C:4]2[C:8](=[CH:9][CH:10]=1)[N:7]([CH2:11][C:12]1[CH:17]=[CH:16][CH:15]=[C:14]([F:18])[CH:13]=1)[C:6]([C:19]([OH:21])=O)=[CH:5]2.[CH:22]12[CH2:27][CH:26]1[CH2:25][N:24]([C:28]1[CH:33]=[CH:32][C:31]([NH2:34])=[CH:30][N:29]=1)[CH2:23]2, predict the reaction product. The product is: [CH:26]12[CH2:27][CH:22]1[CH2:23][N:24]([C:28]1[N:29]=[CH:30][C:31]([NH:34][C:19]([C:6]3[N:7]([CH2:11][C:12]4[CH:17]=[CH:16][CH:15]=[C:14]([F:18])[CH:13]=4)[C:8]4[C:4]([CH:5]=3)=[CH:3][C:2]([F:1])=[CH:10][CH:9]=4)=[O:21])=[CH:32][CH:33]=1)[CH2:25]2.